This data is from Catalyst prediction with 721,799 reactions and 888 catalyst types from USPTO. The task is: Predict which catalyst facilitates the given reaction. (1) Reactant: [Cl:1][C:2]1[N:7]=[CH:6][C:5]([NH:8]C(=O)OC(C)(C)C)=[C:4]([I:16])[CH:3]=1.C([O-])(O)=O.[Na+]. Product: [Cl:1][C:2]1[N:7]=[CH:6][C:5]([NH2:8])=[C:4]([I:16])[CH:3]=1. The catalyst class is: 33. (2) Reactant: [CH3:1][C:2]1([CH3:16])[C:10]2[C:5](=[CH:6][C:7]([C:11]([O:13][CH3:14])=[O:12])=[CH:8][CH:9]=2)[C:4](=O)[CH2:3]1.Cl.[NH2:18][OH:19].C([O-])(=O)C.[Na+]. Product: [OH:19][N:18]=[C:4]1[C:5]2[C:10](=[CH:9][CH:8]=[C:7]([C:11]([O:13][CH3:14])=[O:12])[CH:6]=2)[C:2]([CH3:16])([CH3:1])[CH2:3]1. The catalyst class is: 5. (3) Reactant: Cl[C:2]1[CH:11]=[C:10]([Cl:12])[C:9]2[C:4](=[C:5]([Cl:22])[C:6]([O:13][CH2:14][CH2:15][N:16]3[CH2:21][CH2:20][O:19][CH2:18][CH2:17]3)=[CH:7][CH:8]=2)[N:3]=1.[CH:23]([C:26]1[CH:30]=[CH:29][NH:28][N:27]=1)([CH3:25])[CH3:24].[H-].[Na+]. Product: [Cl:12][C:10]1[C:9]2[C:4](=[C:5]([Cl:22])[C:6]([O:13][CH2:14][CH2:15][N:16]3[CH2:21][CH2:20][O:19][CH2:18][CH2:17]3)=[CH:7][CH:8]=2)[N:3]=[C:2]([N:28]2[CH:29]=[CH:30][C:26]([CH:23]([CH3:25])[CH3:24])=[N:27]2)[CH:11]=1. The catalyst class is: 37. (4) Reactant: CS(O[CH2:6][C:7]1([C:10]([O:12]CC)=[O:11])[CH2:9][CH2:8]1)(=O)=O.C(N(CC)CC)C.[CH3:22][S:23](Cl)(=O)=O.OCC1(C(OCC)=O)CC1. Product: [CH3:22][S:23][CH2:6][C:7]1([C:10]([OH:12])=[O:11])[CH2:8][CH2:9]1. The catalyst class is: 46. (5) Reactant: C(O[C:6](=O)[N:7]([CH2:9][C:10]1[CH:14]=[C:13]([C:15]2[C:16]([F:21])=[N:17][CH:18]=[CH:19][CH:20]=2)[N:12]([S:22]([C:25]2[CH:26]=[N:27][C:28]([CH3:31])=[CH:29][CH:30]=2)(=[O:24])=[O:23])[CH:11]=1)C)(C)(C)C.C(OCC)(=O)C.Cl. Product: [F:21][C:16]1[C:15]([C:13]2[N:12]([S:22]([C:25]3[CH:26]=[N:27][C:28]([CH3:31])=[CH:29][CH:30]=3)(=[O:23])=[O:24])[CH:11]=[C:10]([CH2:9][NH:7][CH3:6])[CH:14]=2)=[CH:20][CH:19]=[CH:18][N:17]=1. The catalyst class is: 8. (6) Reactant: [OH:1][CH2:2][C:3]1[CH2:8][CH2:7][CH2:6][CH2:5][C:4]=1[C:9]1[CH:14]=[CH:13][C:12]([NH:15][C:16](=[O:25])[C:17]2[C:22]([F:23])=[CH:21][CH:20]=[CH:19][C:18]=2[F:24])=[CH:11][CH:10]=1.CC(OI1(OC(C)=O)(OC(C)=O)OC(=O)C2C=CC=CC1=2)=O. Product: [CH:2]([C:3]1[CH2:8][CH2:7][CH2:6][CH2:5][C:4]=1[C:9]1[CH:14]=[CH:13][C:12]([NH:15][C:16](=[O:25])[C:17]2[C:18]([F:24])=[CH:19][CH:20]=[CH:21][C:22]=2[F:23])=[CH:11][CH:10]=1)=[O:1]. The catalyst class is: 2. (7) Reactant: [CH3:1][S:2]([C:5]1[CH:6]=[CH:7][C:8]([C@@H:11]([OH:21])[C@H:12]([NH:15][C:16]([CH:18]([Cl:20])[Cl:19])=[O:17])[CH2:13][F:14])=[CH:9][CH:10]=1)(=[O:4])=[O:3].C(N(CC)CC)C.Cl[C:30]([O:32][CH2:33][CH3:34])=[O:31]. Product: [C:30](=[O:31])([O:32][CH2:33][CH3:34])[O:21][C@H:11]([C:8]1[CH:7]=[CH:6][C:5]([S:2]([CH3:1])(=[O:4])=[O:3])=[CH:10][CH:9]=1)[C@H:12]([NH:15][C:16](=[O:17])[CH:18]([Cl:20])[Cl:19])[CH2:13][F:14]. The catalyst class is: 367. (8) Reactant: C[O:2][C:3](=[O:31])[C@H:4]([N:8]([S:16]([C:19]1[CH:30]=[CH:29][C:22]2[N:23]=[C:24]([S:26][CH2:27][CH3:28])[S:25][C:21]=2[CH:20]=1)(=[O:18])=[O:17])[CH2:9][C:10]1[CH:15]=[CH:14][CH:13]=[CH:12][CH:11]=1)[CH:5]([CH3:7])[CH3:6].[Li+].[OH-]. The catalyst class is: 20. Product: [CH3:7][CH:5]([CH3:6])[C@@H:4]([N:8]([S:16]([C:19]1[CH:30]=[CH:29][C:22]2[N:23]=[C:24]([S:26][CH2:27][CH3:28])[S:25][C:21]=2[CH:20]=1)(=[O:17])=[O:18])[CH2:9][C:10]1[CH:11]=[CH:12][CH:13]=[CH:14][CH:15]=1)[C:3]([OH:31])=[O:2]. (9) Reactant: [CH:1](OCC)(OCC)OCC.[CH3:11][C:12]1([CH3:20])[O:19][C:17](=[O:18])[CH2:16][C:14](=[O:15])[O:13]1.[Br:21][C:22]1[CH:23]=[C:24]([CH:26]=[CH:27][CH:28]=1)[NH2:25]. Product: [Br:21][C:22]1[CH:23]=[C:24]([NH:25][CH:1]=[C:16]2[C:17](=[O:18])[O:19][C:12]([CH3:20])([CH3:11])[O:13][C:14]2=[O:15])[CH:26]=[CH:27][CH:28]=1. The catalyst class is: 8.